From a dataset of CYP2C9 inhibition data for predicting drug metabolism from PubChem BioAssay. Regression/Classification. Given a drug SMILES string, predict its absorption, distribution, metabolism, or excretion properties. Task type varies by dataset: regression for continuous measurements (e.g., permeability, clearance, half-life) or binary classification for categorical outcomes (e.g., BBB penetration, CYP inhibition). Dataset: cyp2c9_veith. (1) The molecule is O=C(Nc1ccc(Cl)cc1)Nc1nccs1. The result is 1 (inhibitor). (2) The result is 0 (non-inhibitor). The molecule is CC1=C(C(=O)O)N2C(=O)[C@@H](NC(=O)[C@@H](N)C3=CCC=CC3)[C@@H]2SC1. (3) The drug is Cn1cc(-c2nc3cnc(N4CCOCC4)nc3n(C3CC3)c2=O)c2ccccc21. The result is 0 (non-inhibitor). (4) The compound is COc1ccc(O[C@H]2C=C[C@@H](c3ccccc3)O[C@H]2COC(=O)CC/C(C)=N/O[C@@H]2O[C@H](COC(C)=O)[C@H](OC(C)=O)[C@H](OC(C)=O)[C@H]2OC(C)=O)cc1. The result is 0 (non-inhibitor). (5) The compound is NO. The result is 0 (non-inhibitor).